From a dataset of Full USPTO retrosynthesis dataset with 1.9M reactions from patents (1976-2016). Predict the reactants needed to synthesize the given product. (1) Given the product [O:18]1[C:19]2[CH:25]=[CH:24][CH:23]=[CH:22][C:20]=2[N:21]=[C:17]1[N:5]([CH2:1][CH2:2][CH2:3][CH3:4])[CH2:6][CH2:7][C:8]1[CH:9]=[CH:10][C:11]([C:12]#[N:13])=[CH:14][CH:15]=1, predict the reactants needed to synthesize it. The reactants are: [CH2:1]([NH:5][CH2:6][CH2:7][C:8]1[CH:15]=[CH:14][C:11]([C:12]#[N:13])=[CH:10][CH:9]=1)[CH2:2][CH2:3][CH3:4].Cl[C:17]1[O:18][C:19]2[CH:25]=[CH:24][CH:23]=[CH:22][C:20]=2[N:21]=1.C(N(CC)C(C)C)(C)C.C(OCC)(=O)C. (2) The reactants are: [F:1][C:2]1[C:10]2[N:9]=[C:8]([O:11][C@H:12]3[C@H:16]4[O:17][CH2:18][C@@H:19]([OH:20])[C@H:15]4[O:14][CH2:13]3)[NH:7][C:6]=2[CH:5]=[C:4]([F:21])[C:3]=1I.CC1(C)C(C)(C)OB([C:31]2[CH:36]=[CH:35][C:34]([C:37]3([OH:41])[CH2:40][CH2:39][CH2:38]3)=[CH:33][CH:32]=2)O1.[OH-].[Li+].CCOC(C)=O. Given the product [F:1][C:2]1[C:10]2[N:9]=[C:8]([O:11][C@H:12]3[C@H:16]4[O:17][CH2:18][C@@H:19]([OH:20])[C@H:15]4[O:14][CH2:13]3)[NH:7][C:6]=2[CH:5]=[C:4]([F:21])[C:3]=1[C:31]1[CH:36]=[CH:35][C:34]([C:37]2([OH:41])[CH2:40][CH2:39][CH2:38]2)=[CH:33][CH:32]=1, predict the reactants needed to synthesize it.